This data is from Forward reaction prediction with 1.9M reactions from USPTO patents (1976-2016). The task is: Predict the product of the given reaction. (1) Given the reactants Cl[C:2]1[CH:7]=[CH:6][N:5]2[N:8]=[CH:9][C:10]([C:11]([NH:13][C@@H:14]([C:19]3[CH:24]=[CH:23][C:22]([O:25][C:26]([F:29])([F:28])[F:27])=[CH:21][CH:20]=3)[C:15]([OH:18])([CH3:17])[CH3:16])=[O:12])=[C:4]2[N:3]=1.C(=O)([O-])[O-].[K+].[K+].[NH:36]1[CH:40]=[CH:39][N:38]=[N:37]1.CN(C)C=O, predict the reaction product. The product is: [OH:18][C:15]([CH3:17])([CH3:16])[C@@H:14]([NH:13][C:11]([C:10]1[CH:9]=[N:8][N:5]2[CH:6]=[CH:7][C:2]([N:36]3[CH:40]=[CH:39][N:38]=[N:37]3)=[N:3][C:4]=12)=[O:12])[C:19]1[CH:24]=[CH:23][C:22]([O:25][C:26]([F:29])([F:28])[F:27])=[CH:21][CH:20]=1. (2) The product is: [Cl:19][C:20]1[N:25]=[CH:24][C:23]([S:26]([NH:14][C:13]2[CH:15]=[C:9]([N:4]3[CH2:3][C@H:2]([CH3:1])[NH:7][C@H:6]([CH3:8])[CH2:5]3)[CH:10]=[CH:11][C:12]=2[O:16][CH3:17])(=[O:28])=[O:27])=[CH:22][CH:21]=1. Given the reactants [CH3:1][C@H:2]1[NH:7][C@@H:6]([CH3:8])[CH2:5][N:4]([C:9]2[CH:10]=[CH:11][C:12]([O:16][CH3:17])=[C:13]([CH:15]=2)[NH2:14])[CH2:3]1.Cl.[Cl:19][C:20]1[N:25]=[CH:24][C:23]([S:26](Cl)(=[O:28])=[O:27])=[CH:22][CH:21]=1, predict the reaction product. (3) Given the reactants [OH-].[K+].[OH:3][C:4]1[CH:9]=[C:8]([O:10][CH3:11])[CH:7]=[C:6]([O:12][CH3:13])[C:5]=1[C:14](=[O:16])[CH3:15].Cl.[CH2:18](O)[CH3:19], predict the reaction product. The product is: [OH:3][C:4]1[CH:9]=[C:8]([O:10][CH3:11])[CH:7]=[C:6]([O:12][CH3:13])[C:5]=1[C:14](=[O:16])/[CH:15]=[CH:14]/[C:5]1[CH:6]=[CH:7][C:18]([CH3:19])=[CH:9][CH:4]=1. (4) Given the reactants [OH-].[Na+].C[O:4][C:5]([C:7]1[CH:11]=[C:10]([Br:12])[O:9][C:8]=1[CH3:13])=[O:6], predict the reaction product. The product is: [Br:12][C:10]1[O:9][C:8]([CH3:13])=[C:7]([C:5]([OH:6])=[O:4])[CH:11]=1. (5) Given the reactants C(OC(=O)[NH:7][C@@H:8]1[C:16]2[C:11](=[CH:12][CH:13]=[C:14]([N:17]=[C:18]3[CH2:23][CH2:22][CH2:21][CH:20]([CH2:24][O:25][CH3:26])[NH:19]3)[CH:15]=2)[CH2:10][C@H:9]1[OH:27])(C)(C)C.C(O)(C(F)(F)F)=O, predict the reaction product. The product is: [NH2:7][CH:8]1[C:16]2[C:11](=[CH:12][CH:13]=[C:14]([N:17]=[C:18]3[CH2:23][CH2:22][CH2:21][CH:20]([CH2:24][O:25][CH3:26])[NH:19]3)[CH:15]=2)[CH2:10][CH:9]1[OH:27]. (6) Given the reactants [CH3:1][O:2][C:3]([C:5]1[S:6][C:7]([C:14]2[CH:19]=[CH:18][CH:17]=[CH:16][CH:15]=2)=[CH:8][C:9]=1[NH:10][CH:11]([CH3:13])[CH3:12])=[O:4].[CH3:20][C:21]1[CH2:26][O:25][CH:24]([C:27](O)=[O:28])[CH2:23][CH:22]=1.C1C=CC(P(C2C=CC=CC=2)C2C=CC=CC=2)=CC=1.C1C(=O)N(Cl)C(=O)C1, predict the reaction product. The product is: [CH3:1][O:2][C:3]([C:5]1[S:6][C:7]([C:14]2[CH:15]=[CH:16][CH:17]=[CH:18][CH:19]=2)=[CH:8][C:9]=1[N:10]([CH:11]([CH3:13])[CH3:12])[C:27]([CH:24]1[CH2:23][CH:22]=[C:21]([CH3:20])[CH2:26][O:25]1)=[O:28])=[O:4]. (7) Given the reactants C[O:2][C:3]([C:5]1[CH:6]=[C:7]2[C:15](=[CH:16][CH:17]=1)[NH:14][C:13]1[C:12](=[O:18])[NH:11][CH2:10][C:9]([CH3:20])([CH3:19])[C:8]2=1)=[O:4].O[Li].O.C1COCC1.O, predict the reaction product. The product is: [CH3:19][C:9]1([CH3:20])[C:8]2[C:7]3[C:15](=[CH:16][CH:17]=[C:5]([C:3]([OH:4])=[O:2])[CH:6]=3)[NH:14][C:13]=2[C:12](=[O:18])[NH:11][CH2:10]1.